From a dataset of Reaction yield outcomes from USPTO patents with 853,638 reactions. Predict the reaction yield, written as a fraction of the theoretical maximum amount of product (1.0 means a 100% yield; for example, 0.34 means a 34% yield). (1) The reactants are [NH2:1][C@H:2]([C:4]1[N:9]([C:10]2[CH:15]=[CH:14][CH:13]=[CH:12][CH:11]=2)[C:8](=[O:16])[C:7]2=[C:17]([CH3:20])[CH:18]=[CH:19][N:6]2[N:5]=1)[CH3:3].[NH2:21][C:22]1[C:27]([C:28]([NH:30][C:31]2[CH:36]=[CH:35][C:34]([OH:37])=[C:33]([F:38])[CH:32]=2)=[O:29])=[C:26](Br)[N:25]=[CH:24][N:23]=1.CCN(C(C)C)C(C)C.[F-].[Cs+]. The catalyst is C(O)(C)(C)C.C(OCC)(=O)C. The product is [NH2:21][C:22]1[C:27]([C:28]([NH:30][C:31]2[CH:36]=[CH:35][C:34]([OH:37])=[C:33]([F:38])[CH:32]=2)=[O:29])=[C:26]([NH:1][C@H:2]([C:4]2[N:9]([C:10]3[CH:15]=[CH:14][CH:13]=[CH:12][CH:11]=3)[C:8](=[O:16])[C:7]3=[C:17]([CH3:20])[CH:18]=[CH:19][N:6]3[N:5]=2)[CH3:3])[N:25]=[CH:24][N:23]=1. The yield is 0.0800. (2) The reactants are Cl[C:2]1[CH:7]=[CH:6][N:5]=[CH:4][C:3]=1[N+:8]([O-:10])=[O:9].[C:11]1(B(O)O)[CH2:16][CH2:15][CH2:14][CH2:13][CH:12]=1. The catalyst is C1C=CC(P(C2C=CC=CC=2)[C-]2C=CC=C2)=CC=1.C1C=CC(P(C2C=CC=CC=2)[C-]2C=CC=C2)=CC=1.Cl[Pd]Cl.[Fe+2].C(Cl)Cl.COCCOC. The product is [C:11]1([C:2]2[CH:7]=[CH:6][N:5]=[CH:4][C:3]=2[N+:8]([O-:10])=[O:9])[CH2:16][CH2:15][CH2:14][CH2:13][CH:12]=1. The yield is 0.820. (3) The reactants are [O:1]1[CH2:3][CH:2]1[CH:4]([NH:12][C:13](=[O:19])[O:14][C:15]([CH3:18])([CH3:17])[CH3:16])[CH2:5][C:6]1[CH:11]=[CH:10][CH:9]=[CH:8][CH:7]=1.Cl.Cl.[NH:22]1[C:26]2[CH:27]=[CH:28][CH:29]=[CH:30][C:25]=2[N:24]=[C:23]1[CH2:31][NH2:32].CCN(C(C)C)C(C)C. The catalyst is CC(O)C. The product is [NH:22]1[C:26]2[CH:27]=[CH:28][CH:29]=[CH:30][C:25]=2[N:24]=[C:23]1[CH2:31][NH:32][CH2:3][CH:2]([OH:1])[CH:4]([NH:12][C:13](=[O:19])[O:14][C:15]([CH3:18])([CH3:17])[CH3:16])[CH2:5][C:6]1[CH:11]=[CH:10][CH:9]=[CH:8][CH:7]=1. The yield is 0.610.